Task: Predict the product of the given reaction.. Dataset: Forward reaction prediction with 1.9M reactions from USPTO patents (1976-2016) (1) Given the reactants [CH3:1][C:2]1([CH3:7])[CH2:6][CH2:5][NH:4][CH2:3]1.[CH:8]1([C:11]2[N:16]=[C:15]([C:17]([NH:19][C:20]3[CH:28]=[N:27][CH:26]=[CH:25][C:21]=3[C:22](O)=[O:23])=[O:18])[C:14]([NH:29][C:30]3[CH:31]=[N:32][CH:33]=[N:34][CH:35]=3)=[CH:13][CH:12]=2)[CH2:10][CH2:9]1, predict the reaction product. The product is: [CH3:1][C:2]1([CH3:7])[CH2:6][CH2:5][N:4]([C:22]([C:21]2[CH:25]=[CH:26][N:27]=[CH:28][C:20]=2[NH:19][C:17]([C:15]2[C:14]([NH:29][C:30]3[CH:31]=[N:32][CH:33]=[N:34][CH:35]=3)=[CH:13][CH:12]=[C:11]([CH:8]3[CH2:10][CH2:9]3)[N:16]=2)=[O:18])=[O:23])[CH2:3]1. (2) Given the reactants [CH:1]1([N:5]2[CH2:11][C:10]([F:13])([F:12])[C:9](=[O:14])[N:8]([CH3:15])[C:7]3[CH:16]=[N:17][C:18]([NH:20][C:21]4[CH:29]=[CH:28][C:24]([C:25]([OH:27])=O)=[CH:23][C:22]=4[O:30][CH3:31])=[N:19][C:6]2=3)[CH2:4][CH2:3][CH2:2]1.[CH2:32]([N:34](CC)CC)C.F[P-](F)(F)(F)(F)F.CN(C(N(C)C)=[N+]1C2C(=NC=CC=2)[N+]([O-])=N1)C.Cl.CN, predict the reaction product. The product is: [CH:1]1([N:5]2[CH2:11][C:10]([F:13])([F:12])[C:9](=[O:14])[N:8]([CH3:15])[C:7]3[CH:16]=[N:17][C:18]([NH:20][C:21]4[CH:29]=[CH:28][C:24]([C:25]([NH:34][CH3:32])=[O:27])=[CH:23][C:22]=4[O:30][CH3:31])=[N:19][C:6]2=3)[CH2:4][CH2:3][CH2:2]1. (3) Given the reactants O[CH:2]1[N:7]2[N:8]=[CH:9][C:10]([C:11]3[CH:16]=[CH:15][CH:14]=[CH:13][CH:12]=3)=[C:6]2[NH:5][C:4]([CH3:17])=[C:3]1[CH2:18][C:19]([O:21][CH3:22])=[O:20].O=P(Cl)(Cl)[Cl:25], predict the reaction product. The product is: [Cl:25][C:2]1[N:7]2[N:8]=[CH:9][C:10]([C:11]3[CH:16]=[CH:15][CH:14]=[CH:13][CH:12]=3)=[C:6]2[N:5]=[C:4]([CH3:17])[C:3]=1[CH2:18][C:19]([O:21][CH3:22])=[O:20]. (4) The product is: [O:10]1[C:5]2[CH:6]=[CH:7][CH:8]=[N:9][C:4]=2[CH:3]=[CH:2]1. Given the reactants Cl[C:2]1[O:10][C:5]2[CH:6]=[CH:7][CH:8]=[N:9][C:4]=2[CH:3]=1, predict the reaction product. (5) Given the reactants [Li+].[OH-].[Cl:3][C:4]1[CH:8]=[C:7]([C:9]([NH:11][CH2:12][CH2:13][OH:14])=[O:10])[NH:6][C:5]=1[C:15]([O:17]C)=[O:16], predict the reaction product. The product is: [Cl:3][C:4]1[CH:8]=[C:7]([C:9]([NH:11][CH2:12][CH2:13][OH:14])=[O:10])[NH:6][C:5]=1[C:15]([OH:17])=[O:16]. (6) Given the reactants [Mg+2].[I-].[I-].[Cl:4][CH2:5][CH2:6][CH2:7][N:8]1[C:16]2[C:11](=[CH:12][CH:13]=[CH:14][C:15]=2[CH2:17][CH3:18])[CH:10]=[CH:9]1.[N:19]([CH2:22][C:23]1[CH:28]=[CH:27][CH:26]=[CH:25][CH:24]=1)=[C:20]=[O:21], predict the reaction product. The product is: [CH2:22]([NH:19][C:20]([C:10]1[C:11]2[C:16](=[C:15]([CH2:17][CH3:18])[CH:14]=[CH:13][CH:12]=2)[N:8]([CH2:7][CH2:6][CH2:5][Cl:4])[CH:9]=1)=[O:21])[C:23]1[CH:28]=[CH:27][CH:26]=[CH:25][CH:24]=1. (7) The product is: [F:1][C:2]1[CH:10]=[CH:9][C:5]([C:6](=[O:7])[NH:29][C@H:30]([CH2:39][OH:40])[C@H:31]([OH:32])[C:33]2[CH:38]=[CH:37][CH:36]=[CH:35][CH:34]=2)=[CH:4][C:3]=1[NH:11][C:12]([C:14]1[N:18]2[CH:19]=[CH:20][C:21]([C:23]3[N:27]([CH3:28])[N:26]=[CH:25][CH:24]=3)=[CH:22][C:17]2=[N:16][CH:15]=1)=[O:13]. Given the reactants [F:1][C:2]1[CH:10]=[CH:9][C:5]([C:6](O)=[O:7])=[CH:4][C:3]=1[NH:11][C:12]([C:14]1[N:18]2[CH:19]=[CH:20][C:21]([C:23]3[N:27]([CH3:28])[N:26]=[CH:25][CH:24]=3)=[CH:22][C:17]2=[N:16][CH:15]=1)=[O:13].[NH2:29][C@H:30]([CH2:39][OH:40])[C@@H:31]([C:33]1[CH:38]=[CH:37][CH:36]=[CH:35][CH:34]=1)[OH:32].CN(C(ON1N=NC2C=CC=NC1=2)=[N+](C)C)C.F[P-](F)(F)(F)(F)F.CCN(C(C)C)C(C)C, predict the reaction product. (8) Given the reactants [CH3:1][C:2]1([CH3:15])[O:6][B:5]([OH:7])[C:4]2[CH:8]=[C:9]([N+:12]([O-])=O)[CH:10]=[CH:11][C:3]1=2.Cl.C(Cl)Cl.CO, predict the reaction product. The product is: [NH2:12][C:9]1[CH:10]=[CH:11][C:3]2[C:2]([CH3:1])([CH3:15])[O:6][B:5]([OH:7])[C:4]=2[CH:8]=1.